Dataset: Retrosynthesis with 50K atom-mapped reactions and 10 reaction types from USPTO. Task: Predict the reactants needed to synthesize the given product. (1) Given the product O=S(=O)(Nc1cncc(-c2ccc3ncnc(N4CCOCC4)c3c2)c1)C1CCNCC1, predict the reactants needed to synthesize it. The reactants are: Brc1ccc2ncnc(N3CCOCC3)c2c1.O=S(=O)(Nc1cncc(Br)c1)C1CCNCC1. (2) Given the product COC(=O)c1cc(C(=O)O)nn1Cc1ccc(OC)cc1, predict the reactants needed to synthesize it. The reactants are: COC(=O)c1cc(C(=O)OC)n(Cc2ccc(OC)cc2)n1. (3) Given the product N[C@H]1CCCC[C@H]1NS(=O)(=O)c1ccc(I)cc1, predict the reactants needed to synthesize it. The reactants are: N[C@H]1CCCC[C@H]1N.O=S(=O)(O)c1ccc(I)cc1. (4) Given the product COC(=O)[C@H](Cc1ccccc1)NC(=O)c1ccc2cc(O)ccc2c1, predict the reactants needed to synthesize it. The reactants are: COC(=O)C(N)Cc1ccccc1.O=C(O)c1ccc2cc(O)ccc2c1. (5) Given the product NCc1cc2ccc(OCC3CC3)cc2[nH]1, predict the reactants needed to synthesize it. The reactants are: N.O=Cc1cc2ccc(OCC3CC3)cc2[nH]1. (6) Given the product COCCNCc1cc2c(Nc3cccc(Cl)c3F)ncnc2cc1OC, predict the reactants needed to synthesize it. The reactants are: COCCN.COc1cc2ncnc(Nc3cccc(Cl)c3F)c2cc1C=O. (7) Given the product COc1ccc(CN(c2nc(Nc3cc(C#N)cc(OC[C@@H]4COCCN4Cc4ccc(OC)cc4OC)c3Cl)nn3c(C#N)cnc23)C2CC2)cc1, predict the reactants needed to synthesize it. The reactants are: COc1ccc(CN(c2nc(Cl)nn3c(C#N)cnc23)C2CC2)cc1.COc1ccc(CN2CCOC[C@H]2COc2cc(C#N)cc(N)c2Cl)c(OC)c1. (8) Given the product COc1cc(Br)cc(C)c1C, predict the reactants needed to synthesize it. The reactants are: CI.Cc1cc(Br)cc(O)c1C. (9) Given the product CC(C)(C)OC(=O)NCc1cccc(C(=O)NCCN2CCCC2)c1, predict the reactants needed to synthesize it. The reactants are: CC(C)(C)OC(=O)NCc1cccc(C(=O)O)c1.NCCN1CCCC1.